Dataset: Forward reaction prediction with 1.9M reactions from USPTO patents (1976-2016). Task: Predict the product of the given reaction. (1) Given the reactants [Cl:1][C:2]1[C:3]([I:12])=[CH:4][C:5]([N+:9]([O-])=O)=[C:6]([CH:8]=1)[NH2:7].[NH4+].[Cl-], predict the reaction product. The product is: [Cl:1][C:2]1[CH:8]=[C:6]([NH2:7])[C:5]([NH2:9])=[CH:4][C:3]=1[I:12]. (2) Given the reactants [CH3:1][N:2]([CH3:13])[C:3]1[N:8]=[C:7]2[S:9][C:10]([SH:12])=[N:11][C:6]2=[CH:5][CH:4]=1.C(=O)([O-])[O-].[K+].[K+].Br.Br[CH2:22][C:23]([NH:25][CH2:26][CH2:27][CH2:28][N:29]([CH2:31][C:32]1[CH:37]=[CH:36][C:35]([Cl:38])=[C:34]([Cl:39])[CH:33]=1)[CH3:30])=[O:24], predict the reaction product. The product is: [Cl:39][C:34]1[CH:33]=[C:32]([CH:37]=[CH:36][C:35]=1[Cl:38])[CH2:31][N:29]([CH3:30])[CH2:28][CH2:27][CH2:26][NH:25][C:23](=[O:24])[CH2:22][S:12][C:10]1[S:9][C:7]2[C:6]([N:11]=1)=[CH:5][CH:4]=[C:3]([N:2]([CH3:13])[CH3:1])[N:8]=2. (3) Given the reactants [F:1][C@H:2]1[CH2:19][C@@:17]2([CH3:18])[C@@H:13]([CH2:14][CH2:15][C:16]2=[O:20])[C@H:12]2[C@H:3]1[C:4]1[CH:5]=[CH:6][C:7]([OH:43])=[CH:8][C:9]=1[CH2:10][C@H:11]2[CH2:21][CH2:22][CH2:23][CH2:24][CH2:25][N:26]([CH3:42])[CH2:27][CH2:28][C:29]([F:41])([F:40])[C:30]([F:39])([F:38])[C:31]([F:37])([F:36])[C:32]([F:35])([F:34])[F:33].[BH4-].[Na+], predict the reaction product. The product is: [F:1][C@H:2]1[CH2:19][C@@:17]2([CH3:18])[C@@H:13]([CH2:14][CH2:15][C@@H:16]2[OH:20])[C@H:12]2[C@H:3]1[C:4]1[CH:5]=[CH:6][C:7]([OH:43])=[CH:8][C:9]=1[CH2:10][C@H:11]2[CH2:21][CH2:22][CH2:23][CH2:24][CH2:25][N:26]([CH3:42])[CH2:27][CH2:28][C:29]([F:40])([F:41])[C:30]([F:38])([F:39])[C:31]([F:36])([F:37])[C:32]([F:33])([F:34])[F:35]. (4) Given the reactants [CH3:1][NH2:2].Br[CH2:4][C:5]1[N:6]([CH2:24][C:25]([O:27][C:28]([CH3:31])([CH3:30])[CH3:29])=[O:26])[C:7](=[O:23])[CH2:8][CH:9]([C:15]2[CH:20]=[C:19]([Cl:21])[CH:18]=[CH:17][C:16]=2[Cl:22])[C:10]=1[C:11](OC)=[O:12], predict the reaction product. The product is: [Cl:22][C:16]1[CH:17]=[CH:18][C:19]([Cl:21])=[CH:20][C:15]=1[CH:9]1[CH2:8][C:7](=[O:23])[N:6]([CH2:24][C:25]([O:27][C:28]([CH3:31])([CH3:30])[CH3:29])=[O:26])[C:5]2[CH2:4][N:2]([CH3:1])[C:11](=[O:12])[C:10]1=2. (5) Given the reactants [NH2:1][C:2]1[CH:7]=[CH:6][C:5]([F:8])=[CH:4][N:3]=1.C(N(CC)CC)C.[C:16](Cl)(=[O:21])[C:17]([CH3:20])([CH3:19])[CH3:18], predict the reaction product. The product is: [F:8][C:5]1[CH:6]=[CH:7][C:2]([NH:1][C:16](=[O:21])[C:17]([CH3:20])([CH3:19])[CH3:18])=[N:3][CH:4]=1.